This data is from Reaction yield outcomes from USPTO patents with 853,638 reactions. The task is: Predict the reaction yield, written as a fraction of the theoretical maximum amount of product (1.0 means a 100% yield; for example, 0.34 means a 34% yield). The reactants are [C:1]1([S:7]([N:10]2[C:14]3[N:15]=[CH:16][N:17]=[C:18]([N:19]4[CH2:24][CH2:23][CH:22]([CH2:25][NH:26][C:27](=[O:38])[C:28]5[CH:33]=[CH:32][C:31]([C:34]([CH3:37])([CH3:36])[CH3:35])=[CH:30][CH:29]=5)[CH2:21][CH2:20]4)[C:13]=3[CH:12]=[C:11]2I)(=[O:9])=[O:8])[CH:6]=[CH:5][CH:4]=[CH:3][CH:2]=1.[CH3:40][N:41]1[CH:45]=[C:44](B(O)O)[CH:43]=[N:42]1.C(=O)([O-])[O-].[K+].[K+].COCCOC. The catalyst is C(Cl)Cl.C1C=CC([P]([Pd]([P](C2C=CC=CC=2)(C2C=CC=CC=2)C2C=CC=CC=2)([P](C2C=CC=CC=2)(C2C=CC=CC=2)C2C=CC=CC=2)[P](C2C=CC=CC=2)(C2C=CC=CC=2)C2C=CC=CC=2)(C2C=CC=CC=2)C2C=CC=CC=2)=CC=1.O. The product is [C:1]1([S:7]([N:10]2[C:14]3[N:15]=[CH:16][N:17]=[C:18]([N:19]4[CH2:24][CH2:23][CH:22]([CH2:25][NH:26][C:27](=[O:38])[C:28]5[CH:33]=[CH:32][C:31]([C:34]([CH3:37])([CH3:36])[CH3:35])=[CH:30][CH:29]=5)[CH2:21][CH2:20]4)[C:13]=3[CH:12]=[C:11]2[C:44]2[CH:43]=[N:42][N:41]([CH3:40])[CH:45]=2)(=[O:9])=[O:8])[CH:6]=[CH:5][CH:4]=[CH:3][CH:2]=1. The yield is 0.580.